From a dataset of Forward reaction prediction with 1.9M reactions from USPTO patents (1976-2016). Predict the product of the given reaction. (1) Given the reactants [C:1]1([C:7]2[S:11][C:10]([C:12]([OH:14])=[O:13])=[C:9]([N:15]([C@H:25]3[CH2:30][CH2:29][C@H:28]([OH:31])[CH2:27][CH2:26]3)[C:16]([C@H:18]3[CH2:23][CH2:22][C@H:21]([CH3:24])[CH2:20][CH2:19]3)=[O:17])[CH:8]=2)[CH2:6][CH2:5][CH2:4][CH2:3][CH:2]=1, predict the reaction product. The product is: [CH:1]1([C:7]2[S:11][C:10]([C:12]([OH:14])=[O:13])=[C:9]([N:15]([C@H:25]3[CH2:26][CH2:27][C@H:28]([OH:31])[CH2:29][CH2:30]3)[C:16]([C@H:18]3[CH2:23][CH2:22][C@H:21]([CH3:24])[CH2:20][CH2:19]3)=[O:17])[CH:8]=2)[CH2:6][CH2:5][CH2:4][CH2:3][CH2:2]1. (2) Given the reactants [CH3:1][O:2][C:3]1[C:4](=[O:27])[C:5](C(O)=O)=[N:6][N:7]([C:9]2[C:22]([F:23])=[CH:21][C:12]3[O:13][C:14]([F:20])([F:19])[C:15]([F:18])([F:17])[O:16][C:11]=3[CH:10]=2)[CH:8]=1.C1C=CC(P([N:42]=[N+]=[N-])(C2C=CC=CC=2)=O)=CC=1.CCN(CC)CC.[OH-].[Na+], predict the reaction product. The product is: [NH2:42][C:5]1[C:4](=[O:27])[C:3]([O:2][CH3:1])=[CH:8][N:7]([C:9]2[C:22]([F:23])=[CH:21][C:12]3[O:13][C:14]([F:20])([F:19])[C:15]([F:18])([F:17])[O:16][C:11]=3[CH:10]=2)[N:6]=1. (3) Given the reactants [F:1][C:2]1[CH:3]=[C:4]([S:9]([N:12]2[CH2:17][CH2:16][C:15]3[NH:18][N:19]=[C:20]([NH:21][C:22](=[O:43])[C:23]4[CH:28]=[CH:27][C:26]([N:29]5[CH2:34][CH2:33][N:32]([CH3:35])[CH2:31][CH2:30]5)=[CH:25][C:24]=4[NH:36][CH:37]4[CH2:42][CH2:41][O:40][CH2:39][CH2:38]4)[C:14]=3[CH2:13]2)(=[O:11])=[O:10])[CH:5]=[C:6]([F:8])[CH:7]=1.C[Si]([N-][Si](C)(C)C)(C)C.[Li+].Cl[C:55]([O:57][CH2:58][CH3:59])=[O:56], predict the reaction product. The product is: [CH2:58]([O:57][C:55]([N:18]1[C:15]2[CH2:16][CH2:17][N:12]([S:9]([C:4]3[CH:5]=[C:6]([F:8])[CH:7]=[C:2]([F:1])[CH:3]=3)(=[O:11])=[O:10])[CH2:13][C:14]=2[C:20]([NH:21][C:22](=[O:43])[C:23]2[CH:28]=[CH:27][C:26]([N:29]3[CH2:34][CH2:33][N:32]([CH3:35])[CH2:31][CH2:30]3)=[CH:25][C:24]=2[NH:36][CH:37]2[CH2:42][CH2:41][O:40][CH2:39][CH2:38]2)=[N:19]1)=[O:56])[CH3:59]. (4) The product is: [C:1]([O-:18])(=[O:17])[C:2]1[CH:3]=[CH:4][CH:5]=[CH:6][CH:7]=1.[Na+:19]. Given the reactants [C:1]([O-:18])(=[O:17])[CH2:2][CH2:3][CH2:4][CH2:5][CH2:6][CH2:7]CCCCCCCCC.[Na+:19].C(OCC(CO)O)(=O)CCCCCCCCCCCCCCCCC.OC[C@@H]([C@H]([C@@H]([C@@H](CO)O)O)O)O, predict the reaction product. (5) The product is: [CH3:30][NH:29][C:27]([NH:26][C:23]1[CH:22]=[CH:21][C:20]([C:10]2[N:11]=[C:12]([N:14]3[CH2:15][CH2:16][O:17][CH2:18][CH2:19]3)[N:13]=[C:8]([C:5]3[CH:4]=[CH:3][C:2]([NH:1][C:38](=[O:46])[NH:37][C:34]4[CH:33]=[CH:32][N:31]=[CH:36][CH:35]=4)=[CH:7][CH:6]=3)[N:9]=2)=[CH:25][CH:24]=1)=[O:28]. Given the reactants [NH2:1][C:2]1[CH:7]=[CH:6][C:5]([C:8]2[N:13]=[C:12]([N:14]3[CH2:19][CH2:18][O:17][CH2:16][CH2:15]3)[N:11]=[C:10]([C:20]3[CH:25]=[CH:24][C:23]([NH:26][C:27]([NH:29][CH3:30])=[O:28])=[CH:22][CH:21]=3)[N:9]=2)=[CH:4][CH:3]=1.[N:31]1[CH:36]=[CH:35][C:34]([NH:37][C:38](=[O:46])OC2C=CC=CC=2)=[CH:33][CH:32]=1, predict the reaction product. (6) The product is: [CH3:17][C:18]1[CH:23]=[CH:22][C:21]([NH:24][C:2]2[C:11]3[C:6](=[C:7]([N:12]4[CH:16]=[CH:15][CH:14]=[CH:13]4)[CH:8]=[CH:9][CH:10]=3)[CH:5]=[CH:4][N:3]=2)=[CH:20][C:19]=1[C:25]1[CH:30]=[N:29][CH:28]=[N:27][CH:26]=1. Given the reactants Cl[C:2]1[C:11]2[C:6](=[C:7]([N:12]3[CH:16]=[CH:15][CH:14]=[CH:13]3)[CH:8]=[CH:9][CH:10]=2)[CH:5]=[CH:4][N:3]=1.[CH3:17][C:18]1[CH:23]=[CH:22][C:21]([NH2:24])=[CH:20][C:19]=1[C:25]1[CH:26]=[N:27][CH:28]=[N:29][CH:30]=1.C(=O)([O-])[O-].[K+].[K+], predict the reaction product. (7) Given the reactants [CH3:1][O:2][C:3]1[N:8]=[CH:7][N:6]=[C:5]([CH2:9][N:10]2[C:18]3[C:13](=[N:14][CH:15]=[C:16]([CH3:19])[CH:17]=3)[C:12]([C:20](O)=[O:21])=[CH:11]2)[C:4]=1[CH3:23].[CH3:24][O:25][CH2:26][CH2:27][NH2:28].CCCP1(OP(CCC)(=O)OP(CCC)(=O)O1)=O, predict the reaction product. The product is: [CH3:1][O:2][C:3]1[N:8]=[CH:7][N:6]=[C:5]([CH2:9][N:10]2[C:18]3[C:13](=[N:14][CH:15]=[C:16]([CH3:19])[CH:17]=3)[C:12]([C:20]([NH:28][CH2:27][CH2:26][O:25][CH3:24])=[O:21])=[CH:11]2)[C:4]=1[CH3:23].